This data is from Full USPTO retrosynthesis dataset with 1.9M reactions from patents (1976-2016). The task is: Predict the reactants needed to synthesize the given product. Given the product [CH3:1][N:2]1[CH:6]=[C:5]([C:7]2[CH:8]=[C:9]3[C:14](=[CH:15][CH:16]=2)[N:13]([C:17]2[C:21]4[CH2:22][N:23]([C:45]5[CH:49]=[CH:48][O:47][N:46]=5)[CH2:24][CH2:25][C:20]=4[N:19]([CH:26]4[CH2:31][CH2:30][O:29][CH2:28][CH2:27]4)[N:18]=2)[CH2:12][CH2:11][CH2:10]3)[CH:4]=[N:3]1, predict the reactants needed to synthesize it. The reactants are: [CH3:1][N:2]1[CH:6]=[C:5]([C:7]2[CH:8]=[C:9]3[C:14](=[CH:15][CH:16]=2)[N:13]([C:17]2[C:21]4[CH2:22][NH:23][CH2:24][CH2:25][C:20]=4[N:19]([CH:26]4[CH2:31][CH2:30][O:29][CH2:28][CH2:27]4)[N:18]=2)[CH2:12][CH2:11][CH2:10]3)[CH:4]=[N:3]1.C(O[Na])(C)(C)C.O1CCOCC1.Br[C:45]1[CH:49]=[CH:48][O:47][N:46]=1.